From a dataset of NCI-60 drug combinations with 297,098 pairs across 59 cell lines. Regression. Given two drug SMILES strings and cell line genomic features, predict the synergy score measuring deviation from expected non-interaction effect. (1) Drug 1: C1=CC(=CC=C1CC(C(=O)O)N)N(CCCl)CCCl.Cl. Drug 2: CC1CCCC2(C(O2)CC(NC(=O)CC(C(C(=O)C(C1O)C)(C)C)O)C(=CC3=CSC(=N3)C)C)C. Cell line: SR. Synergy scores: CSS=57.7, Synergy_ZIP=5.22, Synergy_Bliss=3.97, Synergy_Loewe=3.33, Synergy_HSA=3.44. (2) Synergy scores: CSS=33.1, Synergy_ZIP=2.70, Synergy_Bliss=3.86, Synergy_Loewe=-7.82, Synergy_HSA=2.42. Drug 2: COC1=NC(=NC2=C1N=CN2C3C(C(C(O3)CO)O)O)N. Drug 1: CC(CN1CC(=O)NC(=O)C1)N2CC(=O)NC(=O)C2. Cell line: A549.